Dataset: Full USPTO retrosynthesis dataset with 1.9M reactions from patents (1976-2016). Task: Predict the reactants needed to synthesize the given product. (1) Given the product [ClH:1].[NH2:22][CH2:21][C@@H:20]([C:17]1[CH:18]=[CH:19][C:14]([C:12]2[C:13]3[C:4]4[CH:3]=[C:2]([Cl:1])[S:43][C:5]=4[C:6](=[O:42])[NH:7][C:8]=3[C:9]([CH3:33])=[CH:10][C:11]=2[OH:31])=[CH:15][CH:16]=1)[CH3:30], predict the reactants needed to synthesize it. The reactants are: [Cl:1][C:2]1[S:43][C:5]2[C:6](=[O:42])[N:7](COCC[Si](C)(C)C)[C:8]3[C:9]([CH3:33])=[CH:10][C:11]([O:31]C)=[C:12]([C:14]4[CH:19]=[CH:18][C:17]([C@@H:20]([CH3:30])[CH2:21][NH:22]C(=O)OC(C)(C)C)=[CH:16][CH:15]=4)[C:13]=3[C:4]=2[CH:3]=1.B(Br)(Br)Br. (2) Given the product [CH2:1]([C:3]12[CH2:16][C:17](=[O:19])[CH:18]=[C:4]1[C:5]1[C:10]([CH2:11][CH2:12]2)=[CH:9][C:8]([O:13][CH3:14])=[CH:7][CH:6]=1)[CH3:2], predict the reactants needed to synthesize it. The reactants are: [CH2:1]([C:3]1([CH2:16][C:17](=[O:19])[CH3:18])[CH2:12][CH2:11][C:10]2[C:5](=[CH:6][CH:7]=[C:8]([O:13][CH3:14])[CH:9]=2)[C:4]1=O)[CH3:2].[OH-].[K+].